This data is from Drug-target binding data from BindingDB using Ki measurements. The task is: Regression. Given a target protein amino acid sequence and a drug SMILES string, predict the binding affinity score between them. We predict pKi (pKi = -log10(Ki in M); higher means stronger inhibition). Dataset: bindingdb_ki. (1) The pKi is 5.0. The small molecule is O=C(O)COC(=O)N[C@@H](Cc1c[nH]c2ccccc12)C(=O)NCCc1ccccc1. The target protein (P28336) has sequence MPSKSLSNLSVTTGANESGSVPEGWERDFLPASDGTTTELVIRCVIPSLYLLIITVGLLGNIMLVKIFITNSAMRSVPNIFISNLAAGDLLLLLTCVPVDASRYFFDEWMFGKVGCKLIPVIQLTSVGVSVFTLTALSADRYRAIVNPMDMQTSGALLRTCVKAMGIWVVSVLLAVPEAVFSEVARISSLDNSSFTACIPYPQTDELHPKIHSVLIFLVYFLIPLAIISIYYYHIAKTLIKSAHNLPGEYNEHTKKQMETRKRLAKIVLVFVGCFIFCWFPNHILYMYRSFNYNEIDPSLGHMIVTLVARVLSFGNSCVNPFALYLLSESFRRHFNSQLCCGRKSYQERGTSYLLSSSAVRMTSLKSNAKNMVTNSVLLNGHSMKQEMAL. (2) The drug is N=C(N)c1ccc(CNC(=O)[C@@H]2CCCN2C(=O)[C@@H](CCC(=O)N2CCNCC2)NS(=O)(=O)Cc2ccccc2)cc1. The target protein (O60235) has sequence MYRPARVTSTSRFLNPYVVCFIVVAGVVILAVTIALLVYFLAFDQKSYFYRSSFQLLNVEYNSQLNSPATQEYRTLSGRIESLITKTFKESNLRNQFIRAHVAKLRQDGSGVRADVVMKFQFTRNNNGASMKSRIESVLRQMLNNSGNLEINPSTEITSLTDQAAANWLINECGAGPDLITLSEQRILGGTEAEEGSWPWQVSLRLNNAHHCGGSLINNMWILTAAHCFRSNSNPRDWIATSGISTTFPKLRMRVRNILIHNNYKSATHENDIALVRLENSVTFTKDIHSVCLPAATQNIPPGSTAYVTGWGAQEYAGHTVPELRQGQVRIISNDVCNAPHSYNGAILSGMLCAGVPQGGVDACQGDSGGPLVQEDSRRLWFIVGIVSWGDQCGLPDKPGVYTRVTAYLDWIRQQTGI. The pKi is 7.2. (3) The drug is CCCn1c(=O)c2[nH]c(-c3ccc(OCC(=O)Nc4ccccc4)cc3)cc2n(C)c1=O. The target protein (P29275) has sequence MLLETQDALYVALELVIAALSVAGNVLVCAAVGTANTLQTPTNYFLVSLAAADVAVGLFAIPFAITISLGFCTDFYGCLFLACFVLVLTQSSIFSLLAVAVDRYLAICVPLRYKSLVTGTRARGVIAVLWVLAFGIGLTPFLGWNSKDSATNNCTEPWDGTTNESCCLVKCLFENVVPMSYMVYFNFFGCVLPPLLIMLVIYIKIFLVACRQLQRTELMDHSRTTLQREIHAAKSLAMIVGIFALCWLPVHAVNCVTLFQPAQGKNKPKWAMNMAILLSHANSVVNPIVYAYRNRDFRYTFHKIISRYLLCQADVKSGNGQAGVQPALGVGL. The pKi is 7.9. (4) The small molecule is O=[Sn]([O-])[O-]. The target protein sequence is MKKTTWVLAMAASMSFGVQASEWGYEGEHAPEHWGKVAPLCAEGKNQSPIDVAQSVEADLQPFTLNYQGQVVGLLNNGHTLQAIVSGNNPLQIDGKTFQLKQFHFHTPSENLLKGKQFPLEAHFVHADEQGNLAVVAVMYQVGSESPLLKALTADMPTKGNSTQLTQGIPLADWIPESKHYYRFNGSLTTPPCSEGVRWIVLKEPAHVSNQQEQQLSAVMGHNNRPVQPHNARLVLQAD. The pKi is 2.3. (5) The drug is COc1ccc2[nH]cc(CCN)c2c1. The target protein (P32304) has sequence MMDVNSSGRPDLYGHLRSLILPEVGRRLQDLSPDGGAHSVVSSWMPHLLSGFPEVTASPAPTWDAPPDNVSGCGEQINYGRVEKVVIGSILTLITLLTIAGNCLVVISVCFVKKLRQPSNYLIVSLALADLSVAVAVMPFVSVTDLIGGKWIFGHFFCNVFIAMDVMCCTASIMTLCVISIDRYLGITRPLTYPVRQNGKCMAKMILSVWLLSASITLPPLFGWAQNVNDDKVCLISQDFGYTIYSTAVAFYIPMSVMLFMYYQIYKAARKSAAKHKFSGFPRVQPESVISLNGVVKLQKEVEECANLSRLLKHERKNISIFKREQKAATTLGIIVGAFTVCWLPFFLLSTARPFICGTSCSCIPLWVERTCLWLGYANSLINPFIYAFFNRDLRTTYRSLLQCQYRNINRKLSAAGMHEALKLAERPERSEFVLQNCDHCGKKGHDT. The pKi is 8.2.